From a dataset of Full USPTO retrosynthesis dataset with 1.9M reactions from patents (1976-2016). Predict the reactants needed to synthesize the given product. (1) Given the product [Cl:2][C:1]([Cl:4])([Cl:3])[CH:10]([C:9]1[CH:12]=[CH:13][CH:14]=[C:7]([O:6][CH3:5])[CH:8]=1)[OH:11], predict the reactants needed to synthesize it. The reactants are: [CH:1]([Cl:4])([Cl:3])[Cl:2].[CH3:5][O:6][C:7]1[CH:8]=[C:9]([CH:12]=[CH:13][CH:14]=1)[CH:10]=[O:11].[OH-].[K+]. (2) Given the product [CH:15]1([C:18]2[N:19]=[CH:20][N:21]([C:2]3[CH:10]=[C:9]4[C:5]([C:6]([CH3:14])([CH3:13])[C:7](=[O:12])[N:8]4[CH3:11])=[CH:4][CH:3]=3)[CH:22]=2)[CH2:17][CH2:16]1, predict the reactants needed to synthesize it. The reactants are: Br[C:2]1[CH:10]=[C:9]2[C:5]([C:6]([CH3:14])([CH3:13])[C:7](=[O:12])[N:8]2[CH3:11])=[CH:4][CH:3]=1.[CH:15]1([C:18]2[N:19]=[CH:20][NH:21][CH:22]=2)[CH2:17][CH2:16]1.